This data is from Forward reaction prediction with 1.9M reactions from USPTO patents (1976-2016). The task is: Predict the product of the given reaction. (1) Given the reactants [CH3:1][O:2][C:3](=[O:45])[C@@H:4]([NH:23][C:24](=[O:44])[C:25]1[C:30]([Cl:31])=[CH:29][C:28]([O:32][Si](C(C)C)(C(C)C)C(C)C)=[CH:27][C:26]=1[Cl:43])[CH2:5][C:6]1[CH:11]=[CH:10][C:9]([NH:12][C:13](=[O:22])[C:14]2[C:19]([Cl:20])=[CH:18][CH:17]=[CH:16][C:15]=2[Cl:21])=[CH:8][CH:7]=1.CCCC[N+](CCCC)(CCCC)CCCC.[F-], predict the reaction product. The product is: [CH3:1][O:2][C:3](=[O:45])[C@@H:4]([NH:23][C:24](=[O:44])[C:25]1[C:26]([Cl:43])=[CH:27][C:28]([OH:32])=[CH:29][C:30]=1[Cl:31])[CH2:5][C:6]1[CH:7]=[CH:8][C:9]([NH:12][C:13](=[O:22])[C:14]2[C:19]([Cl:20])=[CH:18][CH:17]=[CH:16][C:15]=2[Cl:21])=[CH:10][CH:11]=1. (2) Given the reactants [C:1]([O:5][C:6]([N:8]1[CH2:13][CH2:12][C@@H:11]([C:14]2[CH:19]=[CH:18][N:17]=[C:16]([O:20]C)[CH:15]=2)[C@H:10]([C:22]2[CH:27]=[CH:26][C:25]([Br:28])=[CH:24][C:23]=2[Cl:29])[CH2:9]1)=[O:7])([CH3:4])([CH3:3])[CH3:2].[Na+].[I-].[CH3:32]I, predict the reaction product. The product is: [Br:28][C:25]1[CH:26]=[CH:27][C:22]([C@H:10]2[C@H:11]([C:14]3[CH:19]=[CH:18][N:17]([CH3:32])[C:16](=[O:20])[CH:15]=3)[CH2:12][CH2:13][N:8]([C:6]([O:5][C:1]([CH3:4])([CH3:2])[CH3:3])=[O:7])[CH2:9]2)=[C:23]([Cl:29])[CH:24]=1. (3) Given the reactants [CH:1]1([C:6]2[CH:36]=[CH:35][C:9]([CH2:10][O:11][C:12]3[CH:20]=[CH:19][C:18]4[NH:17][C:16]5[C:21]([CH2:29][C:30]([O:32]CC)=[O:31])([C:24]([O:26]CC)=[O:25])[CH2:22][CH2:23][C:15]=5[C:14]=4[CH:13]=3)=[CH:8][C:7]=2[C:37]([F:40])([F:39])[F:38])[CH2:5][CH2:4][CH2:3][CH2:2]1.[OH-].[Na+:42], predict the reaction product. The product is: [C:30]([CH2:29][C:21]1([C:24]([O-:26])=[O:25])[C:16]2[NH:17][C:18]3[CH:19]=[CH:20][C:12]([O:11][CH2:10][C:9]4[CH:35]=[CH:36][C:6]([CH:1]5[CH2:5][CH2:4][CH2:3][CH2:2]5)=[C:7]([C:37]([F:38])([F:39])[F:40])[CH:8]=4)=[CH:13][C:14]=3[C:15]=2[CH2:23][CH2:22]1)([O-:32])=[O:31].[Na+:42].[Na+:42]. (4) The product is: [F:16][CH:12]([F:17])[O:1][C:2]1[CH:7]=[CH:6][C:5]([N+:8]([O-:10])=[O:9])=[CH:4][N:3]=1. Given the reactants [OH:1][C:2]1[CH:7]=[CH:6][C:5]([N+:8]([O-:10])=[O:9])=[CH:4][N:3]=1.Cl[C:12]([F:17])([F:16])C([O-])=O.[Na+], predict the reaction product. (5) Given the reactants [C:1]([C:6]1[S:13][C:12]2[C:11]3[S:14][C:15]4[C:19]([CH2:20][CH2:21][CH2:22][CH2:23][CH2:24][CH2:25][CH2:26][CH2:27][CH2:28][CH2:29][CH2:30][CH2:31][CH2:32][CH2:33][CH2:34][CH2:35][CH2:36][CH2:37][CH2:38][CH2:39][CH3:40])=[C:18]([C:41]([O:43]CC)=[O:42])[S:17][C:16]=4[C:10]=3[S:9][C:8]=2[C:7]=1[CH2:46][CH2:47][CH2:48][CH2:49][CH2:50][CH2:51][CH2:52][CH2:53][CH2:54][CH2:55][CH2:56][CH2:57][CH2:58][CH2:59][CH2:60][CH2:61][CH2:62][CH2:63][CH2:64][CH2:65][CH3:66])([O:3]CC)=[O:2].CO.[OH-].[Li+], predict the reaction product. The product is: [CH2:20]([C:19]1[C:15]2[S:14][C:11]3[C:12]4[S:13][C:6]([C:1]([OH:3])=[O:2])=[C:7]([CH2:46][CH2:47][CH2:48][CH2:49][CH2:50][CH2:51][CH2:52][CH2:53][CH2:54][CH2:55][CH2:56][CH2:57][CH2:58][CH2:59][CH2:60][CH2:61][CH2:62][CH2:63][CH2:64][CH2:65][CH3:66])[C:8]=4[S:9][C:10]=3[C:16]=2[S:17][C:18]=1[C:41]([OH:43])=[O:42])[CH2:21][CH2:22][CH2:23][CH2:24][CH2:25][CH2:26][CH2:27][CH2:28][CH2:29][CH2:30][CH2:31][CH2:32][CH2:33][CH2:34][CH2:35][CH2:36][CH2:37][CH2:38][CH2:39][CH3:40]. (6) Given the reactants [NH2:1][C:2]1[N:7]=[CH:6][C:5]([NH:8][C:9]([C:11]2[N:12]([CH2:21][C:22]3[CH:27]=[CH:26][CH:25]=[C:24]([F:28])[CH:23]=3)[C:13]3[C:18]([CH:19]=2)=[CH:17][C:16]([F:20])=[CH:15][CH:14]=3)=[O:10])=[CH:4][CH:3]=1.Br[CH2:30][C:31](=O)[CH2:32][CH3:33], predict the reaction product. The product is: [CH2:32]([C:31]1[N:1]=[C:2]2[CH:3]=[CH:4][C:5]([NH:8][C:9]([C:11]3[N:12]([CH2:21][C:22]4[CH:27]=[CH:26][CH:25]=[C:24]([F:28])[CH:23]=4)[C:13]4[C:18]([CH:19]=3)=[CH:17][C:16]([F:20])=[CH:15][CH:14]=4)=[O:10])=[CH:6][N:7]2[CH:30]=1)[CH3:33]. (7) Given the reactants [I:1][C:2]1[CH:10]=[C:9]2[C:5]([C:6]([CH3:12])([CH3:11])[CH2:7][NH:8]2)=[CH:4][CH:3]=1.Cl[C:14]1[C:23]2[C:18](=[CH:19][CH:20]=[C:21]([Cl:24])[CH:22]=2)[N:17]=[C:16]([CH3:25])[C:15]=1[CH3:26], predict the reaction product. The product is: [Cl:24][C:21]1[CH:22]=[C:23]2[C:18](=[CH:19][CH:20]=1)[N:17]=[C:16]([CH3:25])[C:15]([CH3:26])=[C:14]2[N:8]1[C:9]2[C:5](=[CH:4][CH:3]=[C:2]([I:1])[CH:10]=2)[C:6]([CH3:12])([CH3:11])[CH2:7]1. (8) Given the reactants Cl[C:2]1[CH:7]=[C:6]([Cl:8])[N:5]=[C:4]([NH2:9])[N:3]=1.C[CH2:11][N:12](C(C)C)[CH:13](C)C.CNC.O, predict the reaction product. The product is: [Cl:8][C:6]1[N:5]=[C:4]([NH2:9])[N:3]=[C:2]([N:12]([CH3:13])[CH3:11])[CH:7]=1.